Dataset: Full USPTO retrosynthesis dataset with 1.9M reactions from patents (1976-2016). Task: Predict the reactants needed to synthesize the given product. Given the product [OH:14][C@H:3]1[C@H:4]([O:26][C:19]2[C:20]3[C:25](=[CH:24][CH:23]=[CH:22][CH:21]=3)[N:16]=[CH:17][N:18]=2)[C:5]2[C:10](=[CH:9][CH:8]=[C:7]([C:12]#[N:13])[CH:6]=2)[O:11][C:2]1([CH3:15])[CH3:1], predict the reactants needed to synthesize it. The reactants are: [CH3:1][C:2]1([CH3:15])[O:11][C:10]2[C:5](=[CH:6][C:7]([C:12]#[N:13])=[CH:8][CH:9]=2)[C@@H:4]2[O:14][C@H:3]12.[N:16]1[C:25]2[C:20](=[CH:21][CH:22]=[CH:23][CH:24]=2)[C:19]([OH:26])=[N:18][CH:17]=1.